Dataset: Full USPTO retrosynthesis dataset with 1.9M reactions from patents (1976-2016). Task: Predict the reactants needed to synthesize the given product. (1) Given the product [Br:4][C:5]1[CH:10]=[C:9]([NH:1][C:2]2[S:3][C:20]([C:16]3[CH:17]=[CH:18][CH:19]=[C:14]([N+:11]([O-:13])=[O:12])[CH:15]=3)=[N:22][N:23]=2)[CH:8]=[CH:7][CH:6]=1, predict the reactants needed to synthesize it. The reactants are: [N-:1]=[C:2]=[S:3].[Br:4][C:5]1[CH:6]=[CH:7][CH:8]=[CH:9][CH:10]=1.[N+:11]([C:14]1[CH:15]=[C:16]([C:20]([NH:22][NH2:23])=O)[CH:17]=[CH:18][CH:19]=1)([O-:13])=[O:12]. (2) Given the product [Br:38][C:39]1[CH:66]=[CH:65][C:42]([CH2:43][N:44]2[CH2:49][CH2:48][CH:47]([CH2:50][O:51][C:17]3[C:26]([CH:27]4[CH2:29][CH2:28]4)=[CH:25][C:20]([C:21]([OH:23])=[O:22])=[C:19]([F:30])[CH:18]=3)[CH2:46][CH2:45]2)=[C:41]([Cl:67])[CH:40]=1, predict the reactants needed to synthesize it. The reactants are: FC1C=CC(C(C2C=CC(F)=CC=2)N2CCC(CO[C:17]3[C:26]([CH:27]4[CH2:29][CH2:28]4)=[CH:25][C:20]([C:21]([O:23]C)=[O:22])=[C:19]([F:30])[CH:18]=3)CC2)=CC=1.[Br:38][C:39]1[CH:66]=[CH:65][C:42]([CH2:43][N:44]2[CH2:49][CH2:48][CH:47]([CH2:50][O:51]C3C(F)=C(C=C(C4CC4)C=3)C([O-])=O)[CH2:46][CH2:45]2)=[C:41]([Cl:67])[CH:40]=1. (3) Given the product [CH2:15]1[O:14][C@@H:1]1[C:8]1[CH:9]=[CH:10][CH:11]=[CH:12][CH:13]=1, predict the reactants needed to synthesize it. The reactants are: [CH:1]([O:14][CH2:15]CC1CCNCC=1)([C:8]1[CH:13]=[CH:12][CH:11]=[CH:10][CH:9]=1)C1C=CC=CC=1.O1CC1CC1C=CC=CC=1. (4) The reactants are: [CH2:1]([O:3][CH2:4][CH2:5][O:6][C:7]1[N:15]=[C:14]2[C:10]([N:11]=[C:12]([O:23]C)[N:13]2[CH2:16][CH:17]2[CH2:22][CH2:21][O:20][CH2:19][CH2:18]2)=[C:9]([NH2:25])[N:8]=1)[CH3:2].Cl.[OH-].[Na+]. Given the product [NH2:25][C:9]1[N:8]=[C:7]([O:6][CH2:5][CH2:4][O:3][CH2:1][CH3:2])[N:15]=[C:14]2[C:10]=1[NH:11][C:12](=[O:23])[N:13]2[CH2:16][CH:17]1[CH2:18][CH2:19][O:20][CH2:21][CH2:22]1, predict the reactants needed to synthesize it. (5) Given the product [C:3]([O:7][C@@H:8]([C:15]1[C:16]([CH3:50])=[N:17][C:18]([CH3:49])=[C:19]([C:33]2[CH:34]=[CH:35][C:36]([O:39][CH2:40][CH2:41][C:42]3[CH:47]=[CH:46][C:45]([F:48])=[CH:44][CH:43]=3)=[CH:37][CH:38]=2)[C:20]=1[N:21]1[CH2:26][CH2:25][CH:24]([C:27]2[CH:32]=[CH:31][CH:30]=[CH:29][CH:28]=2)[CH2:23][CH2:22]1)[C:9]([OH:11])=[O:10])([CH3:6])([CH3:5])[CH3:4], predict the reactants needed to synthesize it. The reactants are: [OH-].[K+].[C:3]([O:7][C@@H:8]([C:15]1[C:16]([CH3:50])=[N:17][C:18]([CH3:49])=[C:19]([C:33]2[CH:38]=[CH:37][C:36]([O:39][CH2:40][CH2:41][C:42]3[CH:47]=[CH:46][C:45]([F:48])=[CH:44][CH:43]=3)=[CH:35][CH:34]=2)[C:20]=1[N:21]1[CH2:26][CH2:25][CH:24]([C:27]2[CH:32]=[CH:31][CH:30]=[CH:29][CH:28]=2)[CH2:23][CH2:22]1)[C:9]([O:11]C(C)C)=[O:10])([CH3:6])([CH3:5])[CH3:4].Cl. (6) Given the product [CH3:9][O:10][C:11](=[O:24])[C:12]1[CH:17]=[CH:16][CH:15]=[C:14]([CH2:18][NH:19][C:26]([O:28][CH2:29][CH3:30])=[O:27])[C:13]=1[C:20]([O:22][CH3:23])=[O:21], predict the reactants needed to synthesize it. The reactants are: C(N(CC)CC)C.Cl.[CH3:9][O:10][C:11](=[O:24])[C:12]1[CH:17]=[CH:16][CH:15]=[C:14]([CH2:18][NH2:19])[C:13]=1[C:20]([O:22][CH3:23])=[O:21].Cl[C:26]([O:28][CH2:29][CH3:30])=[O:27]. (7) Given the product [Cl:19][C:20]1[C:27]([O:28][CH2:29][CH3:30])=[CH:26][C:23]([CH2:24][N:2]2[CH2:3][CH2:4][CH:5]([NH:8][C:9]3[O:10][C:11]4[CH:17]=[CH:16][C:15]([OH:18])=[CH:14][C:12]=4[N:13]=3)[CH2:6][CH2:7]2)=[CH:22][C:21]=1[O:31][CH2:32][CH3:33], predict the reactants needed to synthesize it. The reactants are: Cl.[NH:2]1[CH2:7][CH2:6][CH:5]([NH:8][C:9]2[O:10][C:11]3[CH:17]=[CH:16][C:15]([OH:18])=[CH:14][C:12]=3[N:13]=2)[CH2:4][CH2:3]1.[Cl:19][C:20]1[C:27]([O:28][CH2:29][CH3:30])=[CH:26][C:23]([CH:24]=O)=[CH:22][C:21]=1[O:31][CH2:32][CH3:33].C([BH3-])#N.[Na+].C(N(C(C)C)C(C)C)C. (8) Given the product [Cl:15][C:16]1[CH:17]=[C:18]([C:19]([C:2]2[CH:7]=[C:6]([Br:8])[CH:5]=[C:4]([Br:9])[CH:3]=2)=[O:20])[CH:25]=[C:26]([CH3:28])[N:27]=1, predict the reactants needed to synthesize it. The reactants are: Br[C:2]1[CH:7]=[C:6]([Br:8])[CH:5]=[C:4]([Br:9])[CH:3]=1.[Li]CCCC.[Cl:15][C:16]1[CH:17]=[C:18]([CH:25]=[C:26]([CH3:28])[N:27]=1)[C:19](N(OC)C)=[O:20].C(=O)(O)[O-].[Na+]. (9) Given the product [C:29]([O:28][C:27](=[O:33])[NH:26][C:22]1[CH:23]=[CH:24][CH:25]=[C:20]([O:19][C:4]2[C:5]3[CH:10]=[CH:9][N:8]([CH2:11][O:12][CH2:13][CH2:14][Si:15]([CH3:18])([CH3:17])[CH3:16])[C:6]=3[N:7]=[C:2]([NH:43][C:41]3[CH:40]=[N:39][N:38]([CH2:37][CH2:36][N:35]([CH3:44])[CH3:34])[CH:42]=3)[N:3]=2)[CH:21]=1)([CH3:32])([CH3:31])[CH3:30], predict the reactants needed to synthesize it. The reactants are: Cl[C:2]1[N:3]=[C:4]([O:19][C:20]2[CH:21]=[C:22]([NH:26][C:27](=[O:33])[O:28][C:29]([CH3:32])([CH3:31])[CH3:30])[CH:23]=[CH:24][CH:25]=2)[C:5]2[CH:10]=[CH:9][N:8]([CH2:11][O:12][CH2:13][CH2:14][Si:15]([CH3:18])([CH3:17])[CH3:16])[C:6]=2[N:7]=1.[CH3:34][N:35]([CH3:44])[CH2:36][CH2:37][N:38]1[CH:42]=[C:41]([NH2:43])[CH:40]=[N:39]1.C([O-])([O-])=O.[Cs+].[Cs+].CC1(C)C2C(=C(P(C3C=CC=CC=3)C3C=CC=CC=3)C=CC=2)OC2C(P(C3C=CC=CC=3)C3C=CC=CC=3)=CC=CC1=2.